This data is from Full USPTO retrosynthesis dataset with 1.9M reactions from patents (1976-2016). The task is: Predict the reactants needed to synthesize the given product. (1) Given the product [OH:14][C:5]1[C:6]2[C:11](=[CH:10][C:9]([O:12][CH3:13])=[CH:8][CH:7]=2)[C:2]([N:18]2[CH2:17][CH2:16][N:15]([C:21]([O:23][C:24]([CH3:27])([CH3:26])[CH3:25])=[O:22])[CH2:20][CH2:19]2)=[CH:3][N:4]=1, predict the reactants needed to synthesize it. The reactants are: Br[C:2]1[C:11]2[C:6](=[CH:7][CH:8]=[C:9]([O:12][CH3:13])[CH:10]=2)[C:5](=[O:14])[NH:4][CH:3]=1.[N:15]1([C:21]([O:23][C:24]([CH3:27])([CH3:26])[CH3:25])=[O:22])[CH2:20][CH2:19][NH:18][CH2:17][CH2:16]1.CCN(C(C)C)C(C)C. (2) Given the product [Cl:1][C:2]1[S:6][C:5]2[C:7]3([O:31][CH2:32][C:33]([F:35])([F:34])[C:4]=2[CH:3]=1)[CH2:8][CH2:9][N:10]([CH2:13][C:14]1[C:15]([CH2:26][OH:27])=[N:16][N:17]([C:19]2[C:24]([F:25])=[CH:23][CH:22]=[CH:21][N:20]=2)[CH:18]=1)[CH2:11][CH2:12]3, predict the reactants needed to synthesize it. The reactants are: [Cl:1][C:2]1[S:6][C:5]2[C:7]3([O:31][CH2:32][C:33]([F:35])([F:34])[C:4]=2[CH:3]=1)[CH2:12][CH2:11][N:10]([CH2:13][C:14]1[C:15]([C:26](OCC)=[O:27])=[N:16][N:17]([C:19]2[C:24]([F:25])=[CH:23][CH:22]=[CH:21][N:20]=2)[CH:18]=1)[CH2:9][CH2:8]3.[H-].C([Al+]CC(C)C)C(C)C.C1(C)C=CC=CC=1.CCCCCC. (3) Given the product [CH2:15]([O:5][C:4](=[O:6])[C:3]1[CH:7]=[C:8]([F:14])[C:9]([F:13])=[C:10]([O:11][CH3:12])[C:2]=1[F:1])[CH3:16], predict the reactants needed to synthesize it. The reactants are: [F:1][C:2]1[C:10]([O:11][CH3:12])=[C:9]([F:13])[C:8]([F:14])=[CH:7][C:3]=1[C:4]([OH:6])=[O:5].[C:15](Cl)(=O)[C:16](Cl)=O.C(O)C.C([O-])(O)=O.[Na+]. (4) The reactants are: [NH2:1][C:2]1[CH:7]=[N:6][CH:5]=[CH:4][N:3]=1.Br[CH2:9][C:10](=O)[C:11]([F:14])([F:13])[F:12]. Given the product [F:12][C:11]([F:14])([F:13])[C:10]1[N:1]=[C:2]2[CH:7]=[N:6][CH:5]=[CH:4][N:3]2[CH:9]=1, predict the reactants needed to synthesize it. (5) Given the product [C:22]1([O:14][C:11]2[CH:10]=[CH:9][CH:8]=[CH:13][CH:12]=2)[CH:21]=[CH:10][CH:9]=[CH:8][CH:13]=1, predict the reactants needed to synthesize it. The reactants are: C(NCC[C:8]1[CH:13]=[CH:12][C:11]([OH:14])=[CH:10][CH:9]=1)(=O)CC.[H-].[Na+].C(O[CH2:21][CH3:22])(=O)C. (6) The reactants are: Cl.[NH2:2][C:3]1([CH3:13])[C:8](=[O:9])[N:7]([CH3:10])[C:6](=[O:11])[NH:5][C:4]1=[O:12].[F:14][C:15]1[C:16]([F:28])=[C:17]([F:27])[C:18]([F:26])=[C:19]2C(=O)O[C:21](=[O:22])[C:20]=12.CCN(CC)CC.CS(C)=O. Given the product [CH3:10][N:7]1[C:8](=[O:9])[C:3]([NH:2][C:21](=[O:22])[C:20]2[CH:19]=[C:18]([F:26])[C:17]([F:27])=[C:16]([F:28])[C:15]=2[F:14])([CH3:13])[C:4](=[O:12])[NH:5][C:6]1=[O:11], predict the reactants needed to synthesize it.